Dataset: Catalyst prediction with 721,799 reactions and 888 catalyst types from USPTO. Task: Predict which catalyst facilitates the given reaction. (1) The catalyst class is: 1. Reactant: Cl.[CH:2]1([CH2:5][NH:6][C@@H:7]2[CH2:9][C@H:8]2[C:10]2[CH:15]=[CH:14][C:13]([NH:16][C:17]([C:19]3[CH:24]=[CH:23][C:22]([C:25]4[CH:30]=[CH:29][CH:28]=[CH:27][CH:26]=4)=[CH:21][CH:20]=3)=[O:18])=[CH:12][CH:11]=2)[CH2:4][CH2:3]1.[CH2:31](N(CC)CC)C.[C:38](O[C:38]([O:40][C:41]([CH3:44])([CH3:43])[CH3:42])=[O:39])([O:40][C:41]([CH3:44])([CH3:43])[CH3:42])=[O:39].O. Product: [C:22]1([C:25]2[CH:30]=[CH:29][CH:28]=[CH:27][CH:26]=2)[CH:21]=[CH:20][C:19]([C:17]([N:16]([CH3:31])[C:13]2[CH:14]=[CH:15][C:10]([C@@H:8]3[CH2:9][C@H:7]3[N:6]([CH2:5][CH:2]3[CH2:4][CH2:3]3)[C:38](=[O:39])[O:40][C:41]([CH3:44])([CH3:43])[CH3:42])=[CH:11][CH:12]=2)=[O:18])=[CH:24][CH:23]=1. (2) Reactant: [Cl:1][C:2]1[C:11]2[C:6](=[CH:7][C:8]([C:13](Cl)=[O:14])=[C:9]([Cl:12])[CH:10]=2)[N:5]=[CH:4][N:3]=1.[NH:16]1[CH2:20][CH2:19][CH:18]=[CH:17]1.[OH-].[Na+]. Product: [Cl:1][C:2]1[C:11]2[C:6](=[CH:7][C:8]([C:13]([N:16]3[CH2:20][CH:19]=[CH:18][CH2:17]3)=[O:14])=[C:9]([Cl:12])[CH:10]=2)[N:5]=[CH:4][N:3]=1. The catalyst class is: 4.